This data is from Forward reaction prediction with 1.9M reactions from USPTO patents (1976-2016). The task is: Predict the product of the given reaction. Given the reactants [C:1]1([S:7](Cl)(=[O:9])=[O:8])[CH:6]=[CH:5][CH:4]=[CH:3][CH:2]=1.[NH2:11][C:12]1[CH:13]=[C:14]([N:21]([CH3:34])[CH2:22][CH2:23][CH2:24][N:25]([CH3:33])[C:26](=[O:32])[O:27][C:28]([CH3:31])([CH3:30])[CH3:29])[C:15]2[O:19][CH:18]=[CH:17][C:16]=2[CH:20]=1.N1C=CC=CC=1, predict the reaction product. The product is: [CH3:33][N:25]([CH2:24][CH2:23][CH2:22][N:21]([CH3:34])[C:14]1[C:15]2[O:19][CH:18]=[CH:17][C:16]=2[CH:20]=[C:12]([NH:11][S:7]([C:1]2[CH:6]=[CH:5][CH:4]=[CH:3][CH:2]=2)(=[O:9])=[O:8])[CH:13]=1)[C:26](=[O:32])[O:27][C:28]([CH3:30])([CH3:31])[CH3:29].